Dataset: Full USPTO retrosynthesis dataset with 1.9M reactions from patents (1976-2016). Task: Predict the reactants needed to synthesize the given product. Given the product [F:1][C:2]1[CH:3]=[CH:4][C:5]([C:8]2([CH2:14][CH2:15][CH2:16][C:17]([OH:19])=[O:18])[CH2:13][CH2:12][CH2:11][CH2:10][CH2:9]2)=[CH:6][CH:7]=1, predict the reactants needed to synthesize it. The reactants are: [F:1][C:2]1[CH:7]=[CH:6][C:5]([C:8]2(/[CH:14]=[CH:15]/[CH2:16][C:17]([OH:19])=[O:18])[CH2:13][CH2:12][CH2:11][CH2:10][CH2:9]2)=[CH:4][CH:3]=1.